This data is from Catalyst prediction with 721,799 reactions and 888 catalyst types from USPTO. The task is: Predict which catalyst facilitates the given reaction. (1) Reactant: [CH3:1][N:2]([CH3:26])[CH2:3][C@H:4]([CH3:25])[C@H:5]([C:8]1[CH:9]=[C:10]([O:14][S:15]([C:18]2[CH:23]=[CH:22][C:21]([CH3:24])=[CH:20][CH:19]=2)(=[O:17])=[O:16])[CH:11]=[CH:12][CH:13]=1)[CH2:6][CH3:7].O.O.[C:29]([OH:34])(=[O:33])[C:30]([OH:32])=[O:31]. Product: [C:29]([OH:34])(=[O:33])[C:30]([OH:32])=[O:31].[CH3:26][N:2]([CH3:1])[CH2:3][C@H:4]([CH3:25])[C@H:5]([C:8]1[CH:9]=[C:10]([O:14][S:15]([C:18]2[CH:19]=[CH:20][C:21]([CH3:24])=[CH:22][CH:23]=2)(=[O:16])=[O:17])[CH:11]=[CH:12][CH:13]=1)[CH2:6][CH3:7]. The catalyst class is: 5. (2) Reactant: CN(C(ON1N=NC2C=CC=NC1=2)=[N+](C)C)C.F[P-](F)(F)(F)(F)F.[I:25][C:26]1[CH:27]=[C:28]([NH2:33])[C:29]([NH2:32])=[CH:30][CH:31]=1.[C:34]([O:38][C:39]([NH:41][C@@H:42]([C:46]([CH3:49])([CH3:48])[CH3:47])[C:43](O)=[O:44])=[O:40])([CH3:37])([CH3:36])[CH3:35].CCN(C(C)C)C(C)C. Product: [NH2:32][C:29]1[CH:30]=[CH:31][C:26]([I:25])=[CH:27][C:28]=1[NH:33][C:43](=[O:44])[C@@H:42]([NH:41][C:39](=[O:40])[O:38][C:34]([CH3:37])([CH3:36])[CH3:35])[C:46]([CH3:49])([CH3:48])[CH3:47]. The catalyst class is: 303. (3) Reactant: [ClH:1].Cl[CH2:3][C:4](=N)OCC.[CH2:9]([NH:11][C:12]1[CH:17]=[C:16]([C:18]([F:21])([F:20])[F:19])[N:15]=[CH:14][C:13]=1[NH2:22])[CH3:10]. Product: [Cl:1][CH2:10][C:9]1[N:11]([CH2:3][CH3:4])[C:12]2[CH:17]=[C:16]([C:18]([F:19])([F:20])[F:21])[N:15]=[CH:14][C:13]=2[N:22]=1. The catalyst class is: 14. (4) Reactant: [CH2:1]([C:4]1[N:5]=[CH:6][C:7]([NH2:10])=[N:8][CH:9]=1)[CH:2]=C.[BH4-].[Na+].[NH4+].[Cl-].C([OH:17])C. Product: [NH2:10][C:7]1[N:8]=[CH:9][C:4]([CH2:1][CH2:2][OH:17])=[N:5][CH:6]=1. The catalyst class is: 2. (5) Reactant: [CH3:1][O:2][C:3]1[CH:4]=[C:5]([C@H:11]([N:13]2[CH2:18][CH2:17][NH:16][CH2:15][CH2:14]2)[CH3:12])[CH:6]=[CH:7][C:8]=1[O:9][CH3:10].Br[C:20]1[CH:21]=[CH:22][C:23]([Cl:28])=[C:24]([O:26][CH3:27])[CH:25]=1.CC(C)([O-])C.[K+].Cl. Product: [Cl:28][C:23]1[CH:22]=[CH:21][C:20]([N:16]2[CH2:15][CH2:14][N:13]([C@@H:11]([C:5]3[CH:6]=[CH:7][C:8]([O:9][CH3:10])=[C:3]([O:2][CH3:1])[CH:4]=3)[CH3:12])[CH2:18][CH2:17]2)=[CH:25][C:24]=1[O:26][CH3:27]. The catalyst class is: 101.